Task: Predict the reactants needed to synthesize the given product.. Dataset: Full USPTO retrosynthesis dataset with 1.9M reactions from patents (1976-2016) (1) Given the product [OH:1][C:2]([CH3:27])([CH3:26])[C@H:3]([NH:5][C:6]([C:8]1[C:16]2[C:11](=[N:12][CH:13]=[C:14]([C:33]3[C:32]4[C:36](=[CH:37][C:29]([Cl:28])=[CH:30][CH:31]=4)[N:35]([CH3:38])[N:34]=3)[N:15]=2)[N:10]([CH2:18][O:19][CH2:20][CH2:21][Si:22]([CH3:25])([CH3:24])[CH3:23])[CH:9]=1)=[O:7])[CH3:4], predict the reactants needed to synthesize it. The reactants are: [OH:1][C:2]([CH3:27])([CH3:26])[C@H:3]([NH:5][C:6]([C:8]1[C:16]2[C:11](=[N:12][CH:13]=[C:14](Br)[N:15]=2)[N:10]([CH2:18][O:19][CH2:20][CH2:21][Si:22]([CH3:25])([CH3:24])[CH3:23])[CH:9]=1)=[O:7])[CH3:4].[Cl:28][C:29]1[CH:37]=[C:36]2[C:32]([C:33]([Sn](CCCC)(CCCC)CCCC)=[N:34][N:35]2[CH3:38])=[CH:31][CH:30]=1. (2) Given the product [C:36]([N:32]1[CH2:33][CH2:34][N:29]([C@H:26]2[CH2:27][CH2:28][C@H:23]([C:21]([NH:20][C:12]3[C:13]4=[N:14][CH:15]=[CH:16][CH:17]=[C:18]4[O:19][C:11]=3[C:9]([NH:8][C:5]3[CH:4]=[CH:3][C:2]([Cl:1])=[CH:7][N:6]=3)=[O:10])=[O:22])[CH2:24][CH2:25]2)[C:30](=[O:35])[CH2:31]1)(=[O:38])[CH3:37], predict the reactants needed to synthesize it. The reactants are: [Cl:1][C:2]1[CH:3]=[CH:4][C:5]([NH:8][C:9]([C:11]2[O:19][C:18]3[C:13](=[N:14][CH:15]=[CH:16][CH:17]=3)[C:12]=2[NH:20][C:21]([C@H:23]2[CH2:28][CH2:27][C@H:26]([N:29]3[CH2:34][CH2:33][NH:32][CH2:31][C:30]3=[O:35])[CH2:25][CH2:24]2)=[O:22])=[O:10])=[N:6][CH:7]=1.[C:36](Cl)(=[O:38])[CH3:37]. (3) Given the product [CH3:22][N:23]([CH3:27])[CH2:24][CH2:25][NH:26][C:19]([C:10]1[C:9]2[C:14](=[N:15][C:16]3[C:7]([N:8]=2)=[C:6]2[N:1]=[CH:2][CH:3]=[CH:4][C:5]2=[CH:18][CH:17]=3)[CH:13]=[CH:12][CH:11]=1)=[O:20], predict the reactants needed to synthesize it. The reactants are: [N:1]1[C:6]2=[C:7]3[C:16](=[CH:17][CH:18]=[C:5]2[CH:4]=[CH:3][CH:2]=1)[N:15]=[C:14]1[C:9]([C:10]([C:19](O)=[O:20])=[CH:11][CH:12]=[CH:13]1)=[N:8]3.[CH3:22][N:23]([CH3:27])[CH2:24][CH2:25][NH2:26]. (4) The reactants are: [C:1]1([C:7]2[N:12]=[CH:11][C:10]([C:13]3[N:14]=[C:15]([CH:18]4[CH2:23][CH2:22][CH2:21][N:20](C(OC(C)(C)C)=O)[CH2:19]4)[NH:16][CH:17]=3)=[CH:9][N:8]=2)[CH:6]=[CH:5][CH:4]=[CH:3][CH:2]=1.FC(F)(F)C(O)=O. Given the product [C:1]1([C:7]2[N:12]=[CH:11][C:10]([C:13]3[NH:14][C:15]([CH:18]4[CH2:23][CH2:22][CH2:21][NH:20][CH2:19]4)=[N:16][CH:17]=3)=[CH:9][N:8]=2)[CH:2]=[CH:3][CH:4]=[CH:5][CH:6]=1, predict the reactants needed to synthesize it. (5) Given the product [NH2:3][C:4]1[C:9]([F:10])=[CH:8][C:7]([O:11][C:14]2[CH:19]=[CH:18][N:17]=[C:16]([C:20]([NH2:22])=[O:21])[CH:15]=2)=[C:6]([F:12])[CH:5]=1, predict the reactants needed to synthesize it. The reactants are: [H-].[K+].[NH2:3][C:4]1[C:9]([F:10])=[CH:8][C:7]([OH:11])=[C:6]([F:12])[CH:5]=1.Cl[C:14]1[CH:19]=[CH:18][N:17]=[C:16]([C:20]([NH2:22])=[O:21])[CH:15]=1. (6) Given the product [CH3:34][C:33]([CH3:36])([CH3:35])[C:32](=[O:37])[CH2:31][N:6]1[C:7](=[O:28])[C:8]([CH2:13][C:14]2[CH:19]=[CH:18][C:17]([C:20]3[C:21]([C:26]#[N:27])=[CH:22][CH:23]=[CH:24][CH:25]=3)=[CH:16][CH:15]=2)=[C:9]([CH2:10][CH2:11][CH3:12])[N:4]2[N:3]=[C:2]([CH3:1])[N:29]=[C:5]12, predict the reactants needed to synthesize it. The reactants are: [CH3:1][C:2]1[N:29]=[C:5]2[NH:6][C:7](=[O:28])[C:8]([CH2:13][C:14]3[CH:19]=[CH:18][C:17]([C:20]4[C:21]([C:26]#[N:27])=[CH:22][CH:23]=[CH:24][CH:25]=4)=[CH:16][CH:15]=3)=[C:9]([CH2:10][CH2:11][CH3:12])[N:4]2[N:3]=1.Br[CH2:31][C:32](=[O:37])[C:33]([CH3:36])([CH3:35])[CH3:34].C(=O)([O-])[O-].[K+].[K+].CN(C)C=O.